This data is from Reaction yield outcomes from USPTO patents with 853,638 reactions. The task is: Predict the reaction yield, written as a fraction of the theoretical maximum amount of product (1.0 means a 100% yield; for example, 0.34 means a 34% yield). (1) The reactants are C(NC(C)C)(C)C.C([Li])CCC.[C:13]([O:17][C:18]([CH:20]1[CH2:22][CH2:21]1)=[O:19])([CH3:16])([CH3:15])[CH3:14].I[CH2:24][C:25]1[CH:26]=[CH:27][C:28]([O:31][CH2:32][CH2:33][C:34]2[N:35]=[C:36]([C:40]3[CH:45]=[CH:44][CH:43]=[CH:42][CH:41]=3)[O:37][C:38]=2[CH3:39])=[N:29][CH:30]=1.[I-]. The catalyst is O1CCCC1. The product is [C:13]([O:17][C:18]([C:20]1([CH2:24][C:25]2[CH:30]=[N:29][C:28]([O:31][CH2:32][CH2:33][C:34]3[N:35]=[C:36]([C:40]4[CH:45]=[CH:44][CH:43]=[CH:42][CH:41]=4)[O:37][C:38]=3[CH3:39])=[CH:27][CH:26]=2)[CH2:22][CH2:21]1)=[O:19])([CH3:16])([CH3:15])[CH3:14]. The yield is 0.320. (2) The reactants are [C:1]([OH:9])(=O)[C:2]1[CH:7]=[CH:6][CH:5]=[N:4][CH:3]=1.C(C1NC=CN=1)(C1NC=CN=1)=O.[Mg+2].[Cl-].[Cl-].[K+].[C:26]([O:32][CH2:33][CH3:34])(=[O:31])[CH2:27]C([O-])=O.[N-]1C=CN=C1. The catalyst is O1CCCC1. The product is [O:9]=[C:1]([C:2]1[CH:3]=[N:4][CH:5]=[CH:6][CH:7]=1)[CH2:27][C:26]([O:32][CH2:33][CH3:34])=[O:31]. The yield is 0.495. (3) The reactants are [Cl:1][C:2]1[C:3]([O:12][C:13]2[CH:18]=[C:17]([O:19][CH:20]([CH3:22])[CH3:21])[CH:16]=[CH:15][C:14]=2[CH2:23][CH2:24][C:25]([O:27]CC)=[O:26])=[N:4][CH:5]=[C:6]([C:8]([F:11])([F:10])[F:9])[CH:7]=1.[OH-].[Na+].Cl. The catalyst is O1CCCC1.C(O)C. The product is [Cl:1][C:2]1[C:3]([O:12][C:13]2[CH:18]=[C:17]([O:19][CH:20]([CH3:21])[CH3:22])[CH:16]=[CH:15][C:14]=2[CH2:23][CH2:24][C:25]([OH:27])=[O:26])=[N:4][CH:5]=[C:6]([C:8]([F:10])([F:9])[F:11])[CH:7]=1. The yield is 0.990. (4) The reactants are [CH3:1][C@@:2]1([CH2:20][O:21][S:22]([C:25]2[CH:30]=[CH:29][C:28]([CH3:31])=[CH:27][CH:26]=2)(=[O:24])=[O:23])[O:7][C:6]2[C:8](OS(C(F)(F)F)(=O)=O)=[CH:9][CH:10]=[CH:11][C:5]=2[O:4][CH2:3]1.[Cl:32][C:33]1[CH:34]=[C:35](B(O)O)[CH:36]=[CH:37][CH:38]=1. No catalyst specified. The product is [Cl:32][C:33]1[CH:38]=[C:37]([C:8]2[C:6]3[O:7][C@:2]([CH2:20][O:21][S:22]([C:25]4[CH:26]=[CH:27][C:28]([CH3:31])=[CH:29][CH:30]=4)(=[O:23])=[O:24])([CH3:1])[CH2:3][O:4][C:5]=3[CH:11]=[CH:10][CH:9]=2)[CH:36]=[CH:35][CH:34]=1. The yield is 1.00. (5) The reactants are C(OC([N:8]1[C:16]2[CH2:15][CH2:14][N:13]([CH:17]([C:31]3[CH:36]=[CH:35][CH:34]=[CH:33][C:32]=3[Cl:37])[CH2:18][CH2:19][CH2:20][CH2:21][CH2:22][C:23]([C:26]([O:28][CH2:29][CH3:30])=[O:27])([CH3:25])[CH3:24])[CH2:12][C:11]=2[CH:10]=[CH:9]1)=O)(C)(C)C.C(O)(C(F)(F)F)=O. The catalyst is ClCCl. The product is [CH2:29]([O:28][C:26](=[O:27])[C:23]([CH3:25])([CH3:24])[CH2:22][CH2:21][CH2:20][CH2:19][CH2:18][CH:17]([C:31]1[CH:36]=[CH:35][CH:34]=[CH:33][C:32]=1[Cl:37])[N:13]1[CH2:14][CH2:15][C:16]2[NH:8][CH:9]=[CH:10][C:11]=2[CH2:12]1)[CH3:30]. The yield is 0.659. (6) The reactants are [OH:1][NH:2][C:3](=[NH:21])[C:4]1[CH:9]=[CH:8][C:7]([C:10]2[CH:19]=[CH:18][C:17]3[C:12](=[CH:13][CH:14]=[C:15]([OH:20])[CH:16]=3)[N:11]=2)=[CH:6][CH:5]=1.C1N=CN([C:27](N2C=NC=C2)=[O:28])C=1. The catalyst is C1COCC1. The product is [OH:20][C:15]1[CH:16]=[C:17]2[C:12](=[CH:13][CH:14]=1)[N:11]=[C:10]([C:7]1[CH:6]=[CH:5][C:4]([C:3]3[NH:2][O:1][C:27](=[O:28])[N:21]=3)=[CH:9][CH:8]=1)[CH:19]=[CH:18]2. The yield is 0.360. (7) The reactants are C([C:4]1[C:13]([N+:14]([O-:16])=[O:15])=[CH:12][CH:11]=[CH:10][C:5]=1[C:6]([O:8][CH3:9])=[O:7])(O)=O.C1(P(N=[N+]=[N-])(C2C=CC=CC=2)=[O:24])C=CC=CC=1.C([N:36]([CH2:39]C)CC)C.[C:41]([OH:45])([CH3:44])([CH3:43])[CH3:42]. The catalyst is CN(C=O)C. The product is [C:41]([O:45][C:39]([NH:36][C:4]1[C:13]([N+:14]([O-:16])=[O:15])=[CH:12][CH:11]=[CH:10][C:5]=1[C:6]([O:8][CH3:9])=[O:7])=[O:24])([CH3:44])([CH3:43])[CH3:42]. The yield is 0.700. (8) The reactants are [CH3:1][O:2][C:3](=[O:13])[CH2:4][C:5]1[CH:10]=[CH:9][C:8]([S:11][CH3:12])=[CH:7][CH:6]=1.[Br:14]Br. The catalyst is C(Cl)(Cl)(Cl)Cl. The product is [CH3:1][O:2][C:3](=[O:13])[CH2:4][C:5]1[CH:10]=[CH:9][C:8]([S:11][CH3:12])=[C:7]([Br:14])[CH:6]=1. The yield is 0.850.